From a dataset of Catalyst prediction with 721,799 reactions and 888 catalyst types from USPTO. Predict which catalyst facilitates the given reaction. (1) Reactant: [NH2:1][C:2]1[CH:20]=[CH:19][CH:18]=[CH:17][C:3]=1[C:4]([NH:6][C:7]1[CH:8]=[CH:9][C:10]2[C:14]([CH:15]=1)=[N:13][N:12]([CH3:16])[CH:11]=2)=[O:5].CO[CH:23](OC)[C:24]1[CH:29]=[CH:28][N:27]=[C:26]([NH:30][C:31](=[O:35])[N:32]([CH3:34])[CH3:33])[CH:25]=1.C(O)(=O)C. Product: [CH3:34][N:32]([CH3:33])[C:31](=[O:35])[NH:30][C:26]1[CH:25]=[C:24]([CH:23]=[N:1][C:2]2[CH:20]=[CH:19][CH:18]=[CH:17][C:3]=2[C:4]([NH:6][C:7]2[CH:8]=[CH:9][C:10]3[C:14]([CH:15]=2)=[N:13][N:12]([CH3:16])[CH:11]=3)=[O:5])[CH:29]=[CH:28][N:27]=1. The catalyst class is: 8. (2) Reactant: [Cl:1][C:2]1[CH:3]=[C:4]([OH:9])[CH:5]=[CH:6][C:7]=1[Cl:8].[H-].[Na+].Br[CH2:13][CH2:14][N:15]1C(=O)C2=CC=CC=C2C1=O.[OH-].[Na+].O.NN. Product: [Cl:1][C:2]1[CH:3]=[C:4]([CH:5]=[CH:6][C:7]=1[Cl:8])[O:9][CH2:13][CH2:14][NH2:15]. The catalyst class is: 18.